This data is from Forward reaction prediction with 1.9M reactions from USPTO patents (1976-2016). The task is: Predict the product of the given reaction. (1) Given the reactants [OH:1][CH:2]1[CH2:7][CH2:6][CH:5]([C:8]([OH:10])=[O:9])[CH2:4][CH2:3]1.C(=O)([O-])[O-].[K+].[K+].[CH2:17](Br)[C:18]1[CH:23]=[CH:22][CH:21]=[CH:20][CH:19]=1.O, predict the reaction product. The product is: [OH:1][CH:2]1[CH2:7][CH2:6][CH:5]([C:8]([O:10][CH2:17][C:18]2[CH:23]=[CH:22][CH:21]=[CH:20][CH:19]=2)=[O:9])[CH2:4][CH2:3]1. (2) Given the reactants F[C:2]1[C:7]([CH3:8])=[C:6]([I:9])[CH:5]=[CH:4][N:3]=1.[CH3:10][NH:11][C:12]1[CH:17]=[CH:16][CH:15]=[CH:14][CH:13]=1, predict the reaction product. The product is: [I:9][C:6]1[CH:5]=[CH:4][N:3]=[C:2]([N:11]([CH3:10])[C:12]2[CH:17]=[CH:16][CH:15]=[CH:14][CH:13]=2)[C:7]=1[CH3:8]. (3) Given the reactants [F:1][C:2]1[CH:10]=[CH:9][CH:8]=[C:7]2[C:3]=1[CH:4]=[CH:5][N:6]2[C@@H:11]1[O:28][C@H:27]([CH2:29][O:30]C(=O)C)[C@@H:22]([O:23]C(=O)C)[C@H:17]([O:18]C(=O)C)[C@H:12]1[O:13]C(=O)C.[CH3:34][C:35]1[CH:43]=[CH:42][C:38]([C:39](Cl)=O)=[CH:37][CH:36]=1, predict the reaction product. The product is: [F:1][C:2]1[CH:10]=[CH:9][CH:8]=[C:7]2[C:3]=1[C:4]([CH2:34][C:35]1[CH:43]=[CH:42][C:38]([CH3:39])=[CH:37][CH:36]=1)=[CH:5][N:6]2[C@@H:11]1[O:28][C@H:27]([CH2:29][OH:30])[C@@H:22]([OH:23])[C@H:17]([OH:18])[C@H:12]1[OH:13]. (4) Given the reactants [H-].[Al+3].[Li+].[H-].[H-].[H-].[CH:7]1([C:10]2[CH:11]=[CH:12][C:13]([C:18](OCC)=[O:19])=[N:14][C:15]=2[O:16][CH3:17])[CH2:9][CH2:8]1.[Cl-].[NH4+], predict the reaction product. The product is: [CH:7]1([C:10]2[CH:11]=[CH:12][C:13]([CH2:18][OH:19])=[N:14][C:15]=2[O:16][CH3:17])[CH2:9][CH2:8]1. (5) Given the reactants [N+:1]([C:4]1[C:5]([OH:14])=[C:6]([O:12][CH3:13])[CH:7]=[C:8]([CH:11]=1)[CH:9]=[O:10])([O-:3])=[O:2].[C:15](=O)([O-])[O-].[K+].[K+].IC.CN(C)C=O, predict the reaction product. The product is: [CH3:13][O:12][C:6]1[CH:7]=[C:8]([CH:11]=[C:4]([N+:1]([O-:3])=[O:2])[C:5]=1[O:14][CH3:15])[CH:9]=[O:10]. (6) Given the reactants Br[C:2]1[CH:3]=[CH:4][C:5]([NH:9][CH2:10][C:11]2[CH:16]=[CH:15][C:14]([Cl:17])=[CH:13][CH:12]=2)=[N:6][C:7]=1[F:8].C([Li])CCC.Cl[Si](C)(C)CC[Si](Cl)(C)C.C([Li])(C)(C)C.C([Cu])#N.C(OC([N:48]1[C:52]2=[N:53][CH:54]=[C:55]([Cl:57])[CH:56]=[C:51]2[C:50]([CH2:58]Cl)=[CH:49]1)=O)(C)(C)C.Cl.N, predict the reaction product. The product is: [Cl:17][C:14]1[CH:15]=[CH:16][C:11]([CH2:10][NH:9][C:5]2[CH:4]=[CH:3][C:2]([CH2:58][C:50]3[C:51]4[C:52](=[N:53][CH:54]=[C:55]([Cl:57])[CH:56]=4)[NH:48][CH:49]=3)=[C:7]([F:8])[N:6]=2)=[CH:12][CH:13]=1. (7) The product is: [ClH:38].[NH2:15][C@@H:12]([CH2:13][OH:14])[C:11]([N:7]1[C:8]2[C:4](=[CH:3][C:2]([Br:1])=[CH:10][CH:9]=2)[C:5](/[C:24](/[C:36]#[N:37])=[CH:25]/[C:26]2[CH:31]=[C:30]([CH:29]=[CH:28][C:27]=2[O:34][CH3:35])[C:32]#[N:33])=[CH:6]1)=[O:23]. Given the reactants [Br:1][C:2]1[CH:3]=[C:4]2[C:8](=[CH:9][CH:10]=1)[N:7]([C:11](=[O:23])[C@@H:12]([NH:15]C(=O)OC(C)(C)C)[CH2:13][OH:14])[CH:6]=[C:5]2/[C:24](/[C:36]#[N:37])=[CH:25]/[C:26]1[CH:31]=[C:30]([C:32]#[N:33])[CH:29]=[CH:28][C:27]=1[O:34][CH3:35].[ClH:38], predict the reaction product.